Dataset: Forward reaction prediction with 1.9M reactions from USPTO patents (1976-2016). Task: Predict the product of the given reaction. (1) Given the reactants [Cl:1][C:2]1[CH:7]=[CH:6][C:5]([NH:8][C:9](=[O:21])[C:10]2[CH:15]=[CH:14][C:13]([C:16]([F:19])([F:18])[F:17])=[N:12][C:11]=2[CH3:20])=[CH:4][C:3]=1[C:22]1[CH:27]=[CH:26][C:25]([OH:28])=[CH:24][N:23]=1.[F:29][C:30]([F:34])([F:33])[CH2:31]I, predict the reaction product. The product is: [Cl:1][C:2]1[CH:7]=[CH:6][C:5]([NH:8][C:9](=[O:21])[C:10]2[CH:15]=[CH:14][C:13]([C:16]([F:17])([F:19])[F:18])=[N:12][C:11]=2[CH3:20])=[CH:4][C:3]=1[C:22]1[CH:27]=[CH:26][C:25]([O:28][CH2:31][C:30]([F:34])([F:33])[F:29])=[CH:24][N:23]=1. (2) Given the reactants C(O)(=O)C.[C:5]([O:8][C@H:9](/[CH:11]=[CH:12]\[C:13]([NH:15][C@@H:16]1[CH2:21][C@H:20]([CH3:22])[C@H:19]([CH2:23]/[CH:24]=[C:25](\[CH3:62])/[CH:26]=[CH:27]/[C@H:28]2[O:35][C@H:34]([CH2:36][C:37]([NH:39][NH:40][C:41](=[O:60])[C@@H:42]([NH:44][C:45](=[O:59])[C@@H:46]([NH:50][C:51](=[O:58])[CH2:52][CH2:53][CH2:54][CH2:55][CH2:56][NH2:57])[CH:47]([CH3:49])[CH3:48])[CH3:43])=[O:38])[CH2:33][C@:30]3([O:32][CH2:31]3)[C@@H:29]2[OH:61])[O:18][C@@H:17]1[CH3:63])=[O:14])[CH3:10])(=[O:7])[CH3:6].[Br:64][CH2:65][C:66](ON1C(=O)CCC1=O)=[O:67].C(N(CC)C(C)C)(C)C.C(O[C@H](/C=C\C(N[C@@H]1C[C@H](C)[C@H](C/C=C(\C)/C=C/[C@H]2O[C@H](CNC(=O)CBr)C[C@]3(OC3)[C@@H]2O)O[C@@H]1C)=O)C)(=O)C, predict the reaction product. The product is: [C:5]([O:8][C@H:9](/[CH:11]=[CH:12]\[C:13]([NH:15][C@@H:16]1[CH2:21][C@H:20]([CH3:22])[C@H:19]([CH2:23]/[CH:24]=[C:25](\[CH3:62])/[CH:26]=[CH:27]/[C@H:28]2[O:35][C@H:34]([CH2:36][C:37](=[O:38])[NH:39][NH:40][C:41](=[O:60])[C@H:42]([CH3:43])[NH:44][C:45](=[O:59])[C@H:46]([CH:47]([CH3:49])[CH3:48])[NH:50][C:51](=[O:58])[CH2:52][CH2:53][CH2:54][CH2:55][CH2:56][NH:57][C:66](=[O:67])[CH2:65][Br:64])[CH2:33][C@:30]3([O:32][CH2:31]3)[C@@H:29]2[OH:61])[O:18][C@@H:17]1[CH3:63])=[O:14])[CH3:10])(=[O:7])[CH3:6]. (3) Given the reactants [NH2:1][C:2]1[C:7]([NH2:8])=[CH:6][N:5]=[CH:4][N:3]=1.[F:9][C:10]1[CH:18]=[CH:17][CH:16]=[CH:15][C:11]=1[C:12](O)=O.[OH-].[Na+], predict the reaction product. The product is: [F:9][C:10]1[CH:18]=[CH:17][CH:16]=[CH:15][C:11]=1[C:12]1[NH:8][C:7]2[C:2](=[N:3][CH:4]=[N:5][CH:6]=2)[N:1]=1.